This data is from Full USPTO retrosynthesis dataset with 1.9M reactions from patents (1976-2016). The task is: Predict the reactants needed to synthesize the given product. (1) Given the product [CH3:1][O:2][C:3]([C@@:5]12[CH2:14][N:13]([S:15]([C:18]3[CH:19]=[N:20][C:21]([N:35]4[CH2:38][CH2:37][CH2:36]4)=[CH:22][CH:23]=3)(=[O:17])=[O:16])[CH2:12][CH2:11][C:10]1=[CH:9][C:8]1[N:25]([C:28]3[CH:33]=[CH:32][C:31]([F:34])=[CH:30][CH:29]=3)[N:26]=[CH:27][C:7]=1[CH2:6]2)=[O:4], predict the reactants needed to synthesize it. The reactants are: [CH3:1][O:2][C:3]([C@@:5]12[CH2:14][N:13]([S:15]([C:18]3[CH:19]=[N:20][C:21](Cl)=[CH:22][CH:23]=3)(=[O:17])=[O:16])[CH2:12][CH2:11][C:10]1=[CH:9][C:8]1[N:25]([C:28]3[CH:33]=[CH:32][C:31]([F:34])=[CH:30][CH:29]=3)[N:26]=[CH:27][C:7]=1[CH2:6]2)=[O:4].[NH:35]1[CH2:38][CH2:37][CH2:36]1. (2) Given the product [F:26][C:13]1[CH:12]=[C:11]([CH2:10][OH:9])[CH:16]=[CH:15][C:14]=1[O:17][CH2:18][CH2:19][N:20]1[CH2:25][CH2:24][O:23][CH2:22][CH2:21]1, predict the reactants needed to synthesize it. The reactants are: [H-].[Al+3].[Li+].[H-].[H-].[H-].C([O:9][C:10](=O)[C:11]1[CH:16]=[CH:15][C:14]([O:17][CH2:18][CH2:19][N:20]2[CH2:25][CH2:24][O:23][CH2:22][CH2:21]2)=[C:13]([F:26])[CH:12]=1)C.